This data is from Forward reaction prediction with 1.9M reactions from USPTO patents (1976-2016). The task is: Predict the product of the given reaction. (1) Given the reactants [C:1]([O:9][CH3:10])(=[O:8])[C:2]1[CH:7]=[CH:6][CH:5]=[CH:4][CH:3]=1.[NH:11]1[CH2:16][CH2:15]C(O)[CH2:13][CH2:12]1.C(OC(C)C)(C)C.O1CCOCC1, predict the reaction product. The product is: [C:1]([O:9][CH:10]1[CH2:15][CH2:16][NH:11][CH2:12][CH2:13]1)(=[O:8])[C:2]1[CH:7]=[CH:6][CH:5]=[CH:4][CH:3]=1. (2) Given the reactants [C:1]([O:5][C@@H:6]([C:12]1[C:21]([CH3:22])=[CH:20][C:19]2[C:14](=[CH:15][CH:16]=[C:17]([CH:23]=C)[CH:18]=2)[C:13]=1[O:25][S:26]([C:29]([F:32])([F:31])[F:30])(=[O:28])=[O:27])[C:7]([O:9][CH2:10][CH3:11])=[O:8])([CH3:4])([CH3:3])[CH3:2].C1C[O:36]CC1, predict the reaction product. The product is: [C:1]([O:5][C@@H:6]([C:12]1[C:21]([CH3:22])=[CH:20][C:19]2[C:14](=[CH:15][CH:16]=[C:17]([CH:23]=[O:36])[CH:18]=2)[C:13]=1[O:25][S:26]([C:29]([F:32])([F:30])[F:31])(=[O:27])=[O:28])[C:7]([O:9][CH2:10][CH3:11])=[O:8])([CH3:2])([CH3:3])[CH3:4]. (3) Given the reactants I.C[O:3][C:4]1[CH:24]=[CH:23][C:7]2[C:8]([C:11]3[CH:20]=[CH:19][C:18]4[C:13](=[CH:14][CH:15]=[C:16]([O:21]C)[CH:17]=4)[CH:12]=3)=[N:9][O:10][C:6]=2[CH:5]=1.C(O)(=O)C.C(OC(=O)C)(=O)C, predict the reaction product. The product is: [OH:21][C:16]1[CH:17]=[C:18]2[C:13](=[CH:14][CH:15]=1)[CH:12]=[C:11]([C:8]1[C:7]3[CH:23]=[CH:24][C:4]([OH:3])=[CH:5][C:6]=3[O:10][N:9]=1)[CH:20]=[CH:19]2.